Dataset: Peptide-MHC class II binding affinity with 134,281 pairs from IEDB. Task: Regression. Given a peptide amino acid sequence and an MHC pseudo amino acid sequence, predict their binding affinity value. This is MHC class II binding data. (1) The peptide sequence is AILNLSIDSSVDR. The MHC is HLA-DPA10201-DPB10101 with pseudo-sequence HLA-DPA10201-DPB10101. The binding affinity (normalized) is 0.325. (2) The peptide sequence is GAATVAAGAATTAAG. The MHC is HLA-DPA10301-DPB10402 with pseudo-sequence HLA-DPA10301-DPB10402. The binding affinity (normalized) is 0. (3) The peptide sequence is YDKFYANVSTVLTGK. The MHC is DRB1_0802 with pseudo-sequence DRB1_0802. The binding affinity (normalized) is 0.470.